The task is: Predict the reaction yield, written as a fraction of the theoretical maximum amount of product (1.0 means a 100% yield; for example, 0.34 means a 34% yield).. This data is from Reaction yield outcomes from USPTO patents with 853,638 reactions. (1) The reactants are C[O-].[Na+].[CH2:4]([C:11]12[C:27]3[N:26]([CH3:28])[N:25]=[CH:24][C:23]=3[CH2:22][CH2:21][CH:12]1[CH:13]([CH3:20])[C:14]1[O:18][N:17]=[CH:16][C:15]=1[CH2:19]2)[C:5]1[CH:10]=[CH:9][CH:8]=[CH:7][CH:6]=1. The catalyst is O1CCCC1.CO. The product is [CH2:4]([C:11]12[CH2:19][CH:15]([C:16]#[N:17])[C:14](=[O:18])[CH:13]([CH3:20])[CH:12]1[CH2:21][CH2:22][C:23]1[CH:24]=[N:25][N:26]([CH3:28])[C:27]=12)[C:5]1[CH:6]=[CH:7][CH:8]=[CH:9][CH:10]=1. The yield is 0.490. (2) The reactants are C([O:3][C:4]([CH:6]([O:11][C:12](=[O:18])[C:13]([CH3:17])([CH3:16])[CH:14]=[CH2:15])[CH:7]1[CH2:10][O:9][CH2:8]1)=[O:5])C.C(=O)([O-])[O-].[K+].[K+].CO.Cl. The catalyst is O1CCCC1.O. The product is [C:4]([CH:6]([O:11][C:12](=[O:18])[C:13]([CH3:17])([CH3:16])[CH:14]=[CH2:15])[CH:7]1[CH2:10][O:9][CH2:8]1)([OH:5])=[O:3]. The yield is 0.670. (3) The reactants are [CH2:1]([O:3][C:4]([CH:6]1[CH2:11][NH:10][C:9]2[CH:12]=[C:13]([Cl:16])[CH:14]=[CH:15][C:8]=2[O:7]1)=[O:5])[CH3:2].[C:17](O[C:17]([O:19][C:20]([CH3:23])([CH3:22])[CH3:21])=[O:18])([O:19][C:20]([CH3:23])([CH3:22])[CH3:21])=[O:18]. The catalyst is C1COCC1.CN(C1C=CN=CC=1)C. The product is [CH3:2][CH2:1][O:3][C:4]([CH:6]1[CH2:11][N:10]([C:17]([O:19][C:20]([CH3:23])([CH3:22])[CH3:21])=[O:18])[C:9]2[CH:12]=[C:13]([Cl:16])[CH:14]=[CH:15][C:8]=2[O:7]1)=[O:5]. The yield is 1.00. (4) The reactants are [Cl:1][C:2]1[CH:7]=[CH:6][C:5]([NH:8][C:9](=[O:15])[CH2:10][C:11]([F:14])([F:13])[F:12])=[C:4]([F:16])[CH:3]=1.[N+:17]([O-])([OH:19])=[O:18]. The catalyst is OS(O)(=O)=O. The product is [Cl:1][C:2]1[CH:7]=[C:6]([N+:17]([O-:19])=[O:18])[C:5]([NH:8][C:9](=[O:15])[CH2:10][C:11]([F:13])([F:14])[F:12])=[C:4]([F:16])[CH:3]=1. The yield is 0.170. (5) The reactants are C(N(CC)CC)C.[F:8][C:9]1[CH:28]=[CH:27][C:12]([O:13][C:14]2[CH:22]=[CH:21][C:20]([C:23]([F:26])([F:25])[F:24])=[CH:19][C:15]=2[C:16]([OH:18])=O)=[C:11]([CH3:29])[CH:10]=1.CN(C(ON1N=NC2C=CC=NC1=2)=[N+](C)C)C.F[P-](F)(F)(F)(F)F.[NH2:54][C:55]1[CH:67]=[CH:66][C:58]([C:59]([O:61][C:62]([CH3:65])([CH3:64])[CH3:63])=[O:60])=[CH:57][CH:56]=1. The catalyst is CN(C=O)C. The product is [F:8][C:9]1[CH:28]=[CH:27][C:12]([O:13][C:14]2[CH:22]=[CH:21][C:20]([C:23]([F:26])([F:24])[F:25])=[CH:19][C:15]=2[C:16]([NH:54][C:55]2[CH:67]=[CH:66][C:58]([C:59]([O:61][C:62]([CH3:63])([CH3:64])[CH3:65])=[O:60])=[CH:57][CH:56]=2)=[O:18])=[C:11]([CH3:29])[CH:10]=1. The yield is 0.280. (6) The reactants are C[N:2](C(ON1N=NC2C=CC=NC1=2)=[N+](C)C)C.F[P-](F)(F)(F)(F)F.[B:25]([C:28]1[CH:33]=[CH:32][C:31]([N:34]([C:39]2[C:57]([CH:58]3[CH2:60][CH2:59]3)=[CH:56][C:42]3[C:43]([C:53]([OH:55])=O)=[C:44]([C:46]4[CH:51]=[CH:50][C:49]([Cl:52])=[CH:48][CH:47]=4)[O:45][C:41]=3[CH:40]=2)[S:35]([CH3:38])(=[O:37])=[O:36])=[CH:30][C:29]=1[Cl:61])([OH:27])[OH:26].CCN(C(C)C)C(C)C.N.CO. The yield is 0.430. The catalyst is CN(C=O)C.CCOC(C)=O.O. The product is [C:53]([C:43]1[C:42]2[CH:56]=[C:57]([CH:58]3[CH2:60][CH2:59]3)[C:39]([N:34]([C:31]3[CH:32]=[CH:33][C:28]([B:25]([OH:27])[OH:26])=[C:29]([Cl:61])[CH:30]=3)[S:35]([CH3:38])(=[O:36])=[O:37])=[CH:40][C:41]=2[O:45][C:44]=1[C:46]1[CH:47]=[CH:48][C:49]([Cl:52])=[CH:50][CH:51]=1)(=[O:55])[NH2:2]. (7) The reactants are FC(F)(F)C1(C([O:9][C:10]2[CH:15]=[CH:14][C:13]([C:16]3[CH:21]=[CH:20][C:19]([O:22][CH2:23][CH:24]4[CH2:29][CH2:28][N:27]([C:30]([C:32]5([C:36]([F:39])([F:38])[F:37])[CH2:35][CH2:34][CH2:33]5)=O)[CH2:26][CH2:25]4)=[CH:18][CH:17]=3)=[CH:12][CH:11]=2)=O)CCC1.[H-].[H-].[H-].[H-].[Li+].[Al+3].O. The catalyst is C1COCC1. The product is [F:38][C:36]([F:37])([F:39])[C:32]1([CH2:30][N:27]2[CH2:28][CH2:29][CH:24]([CH2:23][O:22][C:19]3[CH:18]=[CH:17][C:16]([C:13]4[CH:14]=[CH:15][C:10]([OH:9])=[CH:11][CH:12]=4)=[CH:21][CH:20]=3)[CH2:25][CH2:26]2)[CH2:35][CH2:34][CH2:33]1. The yield is 0.570. (8) The reactants are C1COC23OCCOC2([C@]2(CC[C@H]4[C@@H](C[C@H](C=O)C5[C@]4(C)CCCC5)[C@@H]2C3)C)[O:2]1.[CH2:30]=[C:31]1[CH:48]2[C@:43]([CH3:50])([CH2:44][CH2:45][C:46](=[O:49])[CH2:47]2)[C@@H:42]2[C@H:33]([C@H:34]3[C@@:38]([CH2:40][CH2:41]2)([CH3:39])[C:37](=[O:51])[CH2:36][CH2:35]3)[CH2:32]1. No catalyst specified. The product is [CH:30]([C@@H:31]1[CH:48]2[C@:43]([CH3:50])([CH2:44][CH2:45][C:46](=[O:49])[CH2:47]2)[C@@H:42]2[C@H:33]([C@H:34]3[C@@:38]([CH2:40][CH2:41]2)([CH3:39])[C:37](=[O:51])[CH2:36][CH2:35]3)[CH2:32]1)=[O:2]. The yield is 0.850.